The task is: Predict the reactants needed to synthesize the given product.. This data is from Full USPTO retrosynthesis dataset with 1.9M reactions from patents (1976-2016). (1) Given the product [C:1]([O:5][C:6](=[O:7])[NH:8][C@@H:9]1[C:27](=[O:28])[N:26]2[C@@H:22]([CH2:23][C@@H:24]([O:29][C:30]3[C:39]4[C:34](=[CH:35][CH:36]=[CH:37][CH:38]=4)[N:33]=[CH:32][CH:31]=3)[CH2:25]2)[C:21](=[O:40])[NH:20][C@@:19]2([C:41]([NH:48][S:45]([CH3:44])(=[O:47])=[O:46])=[O:42])[C@@H:17]([CH2:18]2)[CH:16]=[CH:15][CH2:14][CH2:13][CH2:12][CH2:11][CH2:10]1)([CH3:2])([CH3:4])[CH3:3], predict the reactants needed to synthesize it. The reactants are: [C:1]([O:5][C:6]([NH:8][CH:9]1[C:27](=[O:28])[N:26]2[CH:22]([CH2:23][CH:24]([O:29][C:30]3[C:39]4[C:34](=[CH:35][CH:36]=[CH:37][CH:38]=4)[N:33]=[CH:32][CH:31]=3)[CH2:25]2)[C:21](=[O:40])[NH:20][C:19]2([C:41](O)=[O:42])[CH:17]([CH2:18]2)[CH:16]=[CH:15][CH2:14][CH2:13][CH2:12][CH2:11][CH2:10]1)=[O:7])([CH3:4])([CH3:3])[CH3:2].[CH3:44][S:45]([NH2:48])(=[O:47])=[O:46]. (2) Given the product [CH2:22]([O:24][C:25]([C:27]1[C:28](=[O:41])[O:29][C:30]2[C:35]([CH:36]=1)=[CH:34][C:33]([N+:18]([O-:20])=[O:19])=[C:32]([O:37][CH3:38])[C:31]=2[O:39][CH3:40])=[O:26])[CH3:23], predict the reactants needed to synthesize it. The reactants are: C(OC(C1C(=O)OC2C(C=1)=CC(Cl)=C(O)C=2[N+:18]([O-:20])=[O:19])=O)C.[CH2:22]([O:24][C:25]([C:27]1[C:28](=[O:41])[O:29][C:30]2[C:35]([CH:36]=1)=[CH:34][CH:33]=[C:32]([O:37][CH3:38])[C:31]=2[O:39][CH3:40])=[O:26])[CH3:23]. (3) Given the product [F:1][C:2]1[CH:7]=[C:6]([NH2:8])[CH:5]=[CH:4][C:3]=1[N:11]1[CH:15]=[C:14]2[CH2:16][N:17]([C:19]3[N:20]=[N:21][N:22]([CH3:24])[N:23]=3)[CH2:18][C:13]2=[N:12]1, predict the reactants needed to synthesize it. The reactants are: [F:1][C:2]1[CH:7]=[C:6]([N+:8]([O-])=O)[CH:5]=[CH:4][C:3]=1[N:11]1[CH:15]=[C:14]2[CH2:16][N:17]([C:19]3[N:20]=[N:21][N:22]([CH3:24])[N:23]=3)[CH2:18][C:13]2=[N:12]1. (4) Given the product [NH2:8][C:9]1[C:19]([CH3:20])=[CH:18][C:12]([O:13][CH2:14][C:15]([N:36]([CH3:37])[CH:33]2[CH2:34][CH2:35][NH:30][CH2:31][CH2:32]2)=[O:17])=[C:11]([CH3:21])[C:10]=1[CH3:22], predict the reactants needed to synthesize it. The reactants are: C(OC([NH:8][C:9]1[C:19]([CH3:20])=[CH:18][C:12]([O:13][CH2:14][C:15]([OH:17])=O)=[C:11]([CH3:21])[C:10]=1[CH3:22])=O)(C)(C)C.C(OC([N:30]1[CH2:35][CH2:34][CH:33]([NH:36][CH3:37])[CH2:32][CH2:31]1)=O)(C)(C)C.F[P-](F)(F)(F)(F)F.N1(O[P+](N(C)C)(N(C)C)N(C)C)C2C=CC=CC=2N=N1.C(=O)([O-])O.[Na+].FC(F)(F)C(O)=O. (5) Given the product [CH3:18][C:10]1[NH:9][C:8]([C:6]2[CH:7]=[C:2]([NH:1][S:35]([CH2:33][CH3:34])(=[O:37])=[O:36])[CH:3]=[CH:4][C:5]=2[O:19][C:20]2[CH:21]=[CH:22][CH:23]=[CH:24][CH:25]=2)=[C:16]2[CH:15]=[N:14][NH:13][C:12](=[O:17])[C:11]=12, predict the reactants needed to synthesize it. The reactants are: [NH2:1][C:2]1[CH:3]=[CH:4][C:5]([O:19][C:20]2[CH:25]=[CH:24][CH:23]=[CH:22][CH:21]=2)=[C:6]([C:8]2[NH:9][C:10]([CH3:18])=[C:11]3[C:16]=2[CH:15]=[N:14][NH:13][C:12]3=[O:17])[CH:7]=1.C(N(CC)CC)C.[CH2:33]([S:35](Cl)(=[O:37])=[O:36])[CH3:34]. (6) Given the product [CH3:50][O:49][C:47]1[CH:46]=[C:42]([CH:41]=[C:40]([NH:39][C:2]2[N:7]=[C:6]([O:8][C:9]3[C:18]4[C:13](=[CH:14][CH:15]=[CH:16][CH:17]=4)[C:12]([NH:19][C:20]([NH:22][C:23]4[N:27]([C:28]5[CH:29]=[CH:30][C:31]([CH3:34])=[CH:32][CH:33]=5)[N:26]=[C:25]([Si:35]([CH3:37])([CH3:36])[CH3:38])[CH:24]=4)=[O:21])=[CH:11][CH:10]=3)[CH:5]=[CH:4][N:3]=2)[CH:48]=1)[C:43]([OH:45])=[O:44], predict the reactants needed to synthesize it. The reactants are: Cl[C:2]1[N:7]=[C:6]([O:8][C:9]2[C:18]3[C:13](=[CH:14][CH:15]=[CH:16][CH:17]=3)[C:12]([NH:19][C:20]([NH:22][C:23]3[N:27]([C:28]4[CH:33]=[CH:32][C:31]([CH3:34])=[CH:30][CH:29]=4)[N:26]=[C:25]([Si:35]([CH3:38])([CH3:37])[CH3:36])[CH:24]=3)=[O:21])=[CH:11][CH:10]=2)[CH:5]=[CH:4][N:3]=1.[NH2:39][C:40]1[CH:41]=[C:42]([CH:46]=[C:47]([O:49][CH3:50])[CH:48]=1)[C:43]([OH:45])=[O:44].